Dataset: Catalyst prediction with 721,799 reactions and 888 catalyst types from USPTO. Task: Predict which catalyst facilitates the given reaction. (1) Reactant: I[C:2]1[CH:22]=[CH:21][C:5]2[C:6](=[O:20])[C:7]3[CH:8]=[C:9]4[C:13](=[CH:14][C:15]=3[Si:16]([CH3:18])([CH3:17])[C:4]=2[CH:3]=1)[N:12]([CH3:19])[CH2:11][CH2:10]4.C(N[C:26]1[CH:33]=[CH:32][C:29]([O:30][CH3:31])=[CH:28][CH:27]=1)C.C([O-])([O-])=O.[Cs+].[Cs+].[CH:40]1C=CC(P(C2C(C3C(P(C4C=CC=CC=4)C4C=CC=CC=4)=CC=C4C=3C=CC=C4)=C3C(C=CC=C3)=CC=2)C2C=CC=CC=2)=C[CH:45]=1. Product: [CH2:40]([C:33]1[CH:32]=[C:29]([O:30][CH3:31])[CH:28]=[CH:27][C:26]=1[C:2]1[CH:22]=[CH:21][C:5]2[C:6](=[O:20])[C:7]3[CH:8]=[C:9]4[C:13](=[CH:14][C:15]=3[Si:16]([CH3:18])([CH3:17])[C:4]=2[CH:3]=1)[N:12]([CH3:19])[CH2:11][CH2:10]4)[CH3:45]. The catalyst class is: 222. (2) Reactant: [C:1]([CH:5]1[CH2:8][C:7](=[O:9])[C:6]1(Cl)Cl)([CH3:4])([CH3:3])[CH3:2]. Product: [C:1]([CH:5]1[CH2:8][C:7](=[O:9])[CH2:6]1)([CH3:4])([CH3:3])[CH3:2]. The catalyst class is: 401. (3) Reactant: [F:1][C:2]1[C:15]([F:16])=[CH:14][CH:13]=[CH:12][C:3]=1/[CH:4]=[N:5]/[S@@:6]([C:8]([CH3:11])([CH3:10])[CH3:9])=[O:7].O.[CH3:18][Mg+].[Br-]. Product: [F:1][C:2]1[C:15]([F:16])=[CH:14][CH:13]=[CH:12][C:3]=1[C@@H:4]([NH:5][S@@:6]([C:8]([CH3:11])([CH3:10])[CH3:9])=[O:7])[CH3:18]. The catalyst class is: 343.